Predict the product of the given reaction. From a dataset of Forward reaction prediction with 1.9M reactions from USPTO patents (1976-2016). (1) Given the reactants [F:1][C:2]1[CH:3]=[C:4]([CH:21]=[CH:22][C:23]=1[N:24]1[CH:28]=[C:27]([CH3:29])[CH:26]=[N:25]1)[O:5][CH2:6][CH:7]1[CH:12]([NH:13]C(=O)OC(C)(C)C)[CH2:11][CH2:10][O:9][CH2:8]1.[ClH:30].CCO, predict the reaction product. The product is: [ClH:30].[F:1][C:2]1[CH:3]=[C:4]([CH:21]=[CH:22][C:23]=1[N:24]1[CH:28]=[C:27]([CH3:29])[CH:26]=[N:25]1)[O:5][CH2:6][CH:7]1[CH:12]([NH2:13])[CH2:11][CH2:10][O:9][CH2:8]1. (2) Given the reactants Br[C:2]1[CH:3]=[C:4]([Cl:18])[C:5]([N:8]2[CH2:13][CH2:12][CH:11]([C:14]([OH:17])([CH3:16])[CH3:15])[CH2:10][CH2:9]2)=[N:6][CH:7]=1.CC1(C)C(C)(C)[O:23][B:22](B2OC(C)(C)C(C)(C)O2)[O:21]1, predict the reaction product. The product is: [Cl:18][C:4]1[CH:3]=[C:2]([B:22]([OH:23])[OH:21])[CH:7]=[N:6][C:5]=1[N:8]1[CH2:13][CH2:12][CH:11]([C:14]([OH:17])([CH3:16])[CH3:15])[CH2:10][CH2:9]1.